This data is from Forward reaction prediction with 1.9M reactions from USPTO patents (1976-2016). The task is: Predict the product of the given reaction. (1) Given the reactants [H-].[Na+].[Br-].[CH2:4]([P+](C1C=CC=CC=1)(C1C=CC=CC=1)C1C=CC=CC=1)[CH2:5][CH3:6].[Br:26][C:27]1[C:36]2[C:31](=[CH:32][CH:33]=[CH:34][CH:35]=2)[CH:30]=[CH:29][C:28]=1[CH:37]=O.[Cl-].[NH4+], predict the reaction product. The product is: [Br:26][C:27]1[C:36]2[C:31](=[CH:32][CH:33]=[CH:34][CH:35]=2)[CH:30]=[CH:29][C:28]=1[CH:37]=[CH:4][CH2:5][CH3:6]. (2) Given the reactants [CH3:1][CH:2]1[NH:7][CH2:6][C:5]2[S:8][C:9]([C:11]([O-:13])=O)=[N:10][C:4]=2[CH2:3]1.[Li+].[Cl:15][C:16]1[CH:17]=[C:18]2[C:23](=[CH:24][CH:25]=1)[CH:22]=[C:21]([S:26]([N:29]1[CH2:34][CH2:33][NH:32][CH:31]([CH2:35][C:36]([O:38][CH3:39])=[O:37])[CH2:30]1)(=[O:28])=[O:27])[CH:20]=[CH:19]2, predict the reaction product. The product is: [Cl:15][C:16]1[CH:17]=[C:18]2[C:23](=[CH:24][CH:25]=1)[CH:22]=[C:21]([S:26]([N:29]1[CH2:34][CH2:33][N:32]([C:11]([C:9]3[S:8][C:5]4[CH2:6][NH:7][CH:2]([CH3:1])[CH2:3][C:4]=4[N:10]=3)=[O:13])[CH:31]([CH2:35][C:36]([O:38][CH3:39])=[O:37])[CH2:30]1)(=[O:27])=[O:28])[CH:20]=[CH:19]2. (3) Given the reactants [Br:1][C:2]1[CH:3]=[C:4]([CH:8]2[CH2:17][C:16]([CH3:19])([CH3:18])[C:15]3[C:10](=[CH:11][CH:12]=[C:13]([C:20]([F:23])([F:22])[F:21])[CH:14]=3)[NH:9]2)[CH:5]=[CH:6][CH:7]=1.[H-].[Na+].I[CH3:27], predict the reaction product. The product is: [Br:1][C:2]1[CH:3]=[C:4]([CH:8]2[CH2:17][C:16]([CH3:19])([CH3:18])[C:15]3[C:10](=[CH:11][CH:12]=[C:13]([C:20]([F:23])([F:21])[F:22])[CH:14]=3)[N:9]2[CH3:27])[CH:5]=[CH:6][CH:7]=1. (4) The product is: [F:26][C:9]1[C:10]([N:12]2[CH2:17][CH2:16][C@@H:15]([CH2:18][OH:19])[C@H:14]([C:20]3[CH:21]=[CH:22][CH:23]=[CH:24][CH:25]=3)[CH2:13]2)=[N:11][CH:2]=[C:3]([CH:8]=1)[C:4]([O:6][CH3:7])=[O:5]. Given the reactants Cl[C:2]1[N:11]=[C:10]([N:12]2[CH2:17][CH2:16][C@@H:15]([CH2:18][OH:19])[C@H:14]([C:20]3[CH:25]=[CH:24][CH:23]=[CH:22][CH:21]=3)[CH2:13]2)[C:9]([F:26])=[CH:8][C:3]=1[C:4]([O:6][CH3:7])=[O:5].C([O-])=O.[NH4+], predict the reaction product. (5) Given the reactants [CH3:1][C:2]([O:5][C:6]([NH:8][CH2:9][CH:10]1[CH2:15][CH2:14][NH:13][CH2:12][CH2:11]1)=[O:7])([CH3:4])[CH3:3].[Cl:16][C:17]1[N:22]=[C:21](Cl)[CH:20]=[CH:19][N:18]=1.C(N(CC)CC)C, predict the reaction product. The product is: [Cl:16][C:17]1[N:22]=[C:21]([N:13]2[CH2:12][CH2:11][CH:10]([CH2:9][NH:8][C:6](=[O:7])[O:5][C:2]([CH3:1])([CH3:3])[CH3:4])[CH2:15][CH2:14]2)[CH:20]=[CH:19][N:18]=1. (6) Given the reactants [C:1]([O:4][C:5]1[CH:15]=[CH:14][CH:13]=[CH:12][C:6]=1[C:7]([O:9][CH2:10]Cl)=[O:8])(=[O:3])[CH3:2].[N+:16]([O:19][CH2:20][CH2:21][CH2:22][S:23][C:24]1[CH:32]=[CH:31][C:27]([C:28]([OH:30])=[O:29])=[CH:26][CH:25]=1)([O-:18])=[O:17].CCN(CC)CC, predict the reaction product. The product is: [C:1]([O:4][C:5]1[CH:15]=[CH:14][CH:13]=[CH:12][C:6]=1[C:7]([O:9][CH2:10][O:30][C:28](=[O:29])[C:27]1[CH:26]=[CH:25][C:24]([S:23][CH2:22][CH2:21][CH2:20][O:19][N+:16]([O-:18])=[O:17])=[CH:32][CH:31]=1)=[O:8])(=[O:3])[CH3:2].